Dataset: Reaction yield outcomes from USPTO patents with 853,638 reactions. Task: Predict the reaction yield, written as a fraction of the theoretical maximum amount of product (1.0 means a 100% yield; for example, 0.34 means a 34% yield). (1) The reactants are CN(C(ON1N=NC2C=CC=NC1=2)=[N+](C)C)C.F[P-](F)(F)(F)(F)F.C1C=NC2N(O)N=NC=2C=1.CC(N(C)C)=O.[Cl:41][C:42]1[N:47]=[C:46]([NH:48][CH2:49][CH2:50][CH2:51][CH2:52][C:53](O)=[O:54])[CH:45]=[C:44]([N:56]2[CH2:61][CH2:60][O:59][CH2:58][CH2:57]2)[N:43]=1. The catalyst is C(Cl)(Cl)Cl. The product is [Cl:41][C:42]1[N:47]=[C:46]([N:48]2[CH2:49][CH2:50][CH2:51][CH2:52][C:53]2=[O:54])[CH:45]=[C:44]([N:56]2[CH2:61][CH2:60][O:59][CH2:58][CH2:57]2)[N:43]=1. The yield is 0.350. (2) The yield is 0.900. The reactants are [N:1]1[CH:6]=[CH:5][CH:4]=[CH:3][C:2]=1[NH:7][CH2:8][CH2:9][CH2:10][O:11][C:12]1[CH:13]=[C:14]2[C:18](=[CH:19][CH:20]=1)[NH:17][C:16]([CH2:21][CH:22]([CH2:27][CH2:28][CH2:29][CH2:30][CH2:31][CH3:32])[C:23]([O:25]C)=[O:24])=[CH:15]2.[OH-].[Na+]. The catalyst is CO.O. The product is [N:1]1[CH:6]=[CH:5][CH:4]=[CH:3][C:2]=1[NH:7][CH2:8][CH2:9][CH2:10][O:11][C:12]1[CH:13]=[C:14]2[C:18](=[CH:19][CH:20]=1)[NH:17][C:16]([CH2:21][CH:22]([CH2:27][CH2:28][CH2:29][CH2:30][CH2:31][CH3:32])[C:23]([OH:25])=[O:24])=[CH:15]2. (3) The reactants are [Br:1][C:2]1[CH:3]=[CH:4][C:5]([F:20])=[C:6]([C@:8]([NH:15][C:16](=[O:19])[CH2:17]Cl)([CH3:14])[CH2:9][C:10]([OH:13])([CH3:12])[CH3:11])[CH:7]=1.[K]. The catalyst is C1(C)C=CC=CC=1.O.Cl.[Cl-].[Na+].O. The product is [Br:1][C:2]1[CH:3]=[CH:4][C:5]([F:20])=[C:6]([C@:8]2([CH3:14])[CH2:9][C:10]([CH3:12])([CH3:11])[O:13][CH2:17][C:16](=[O:19])[NH:15]2)[CH:7]=1. The yield is 0.370. (4) The reactants are C[O:2][C:3](=O)[CH2:4][O:5][CH:6]1[CH2:11][CH2:10][CH2:9][N:8]([C:12]([O:14][C:15]([CH3:18])([CH3:17])[CH3:16])=[O:13])[CH2:7]1.[H-].[H-].[H-].[H-].[Li+].[Al+3]. The catalyst is C1COCC1. The product is [OH:2][CH2:3][CH2:4][O:5][CH:6]1[CH2:11][CH2:10][CH2:9][N:8]([C:12]([O:14][C:15]([CH3:18])([CH3:17])[CH3:16])=[O:13])[CH2:7]1. The yield is 0.300. (5) The reactants are [Cl:1][C:2]1[CH:3]=[CH:4][C:5]([O:12]C)=[C:6]([NH:8][C:9]([NH2:11])=[O:10])[CH:7]=1.B(Br)(Br)Br. The catalyst is C(Cl)Cl.O. The product is [Cl:1][C:2]1[CH:3]=[CH:4][C:5]([OH:12])=[C:6]([NH:8][C:9]([NH2:11])=[O:10])[CH:7]=1. The yield is 0.960. (6) The reactants are [Br:1][C:2]1[C:10]2[N:9]=[CH:8][N:7]([CH2:11][C:12]3[CH:17]=[CH:16][CH:15]=[C:14]([C:18]([F:21])([F:20])[F:19])[C:13]=3[CH3:22])[C:6]=2[CH:5]=[C:4]([NH2:23])[CH:3]=1.[OH-].[Na+].Br[CH2:27][CH2:28][O:29][CH2:30][CH2:31]Br. The catalyst is [I-].C([N+](CCCC)(CCCC)CCCC)CCC. The product is [Br:1][C:2]1[C:10]2[N:9]=[CH:8][N:7]([CH2:11][C:12]3[CH:17]=[CH:16][CH:15]=[C:14]([C:18]([F:19])([F:21])[F:20])[C:13]=3[CH3:22])[C:6]=2[CH:5]=[C:4]([N:23]2[CH2:31][CH2:30][O:29][CH2:28][CH2:27]2)[CH:3]=1. The yield is 0.188. (7) The reactants are Cl[C:2]1([C:12]2[S:13][C:14]([C:17]([N:19]3[CH2:23][CH2:22][CH2:21][CH2:20]3)=[O:18])=[CH:15][N:16]=2)[CH2:11][CH2:10][C:5]2([O:9][CH2:8][CH2:7][O:6]2)[CH2:4][CH2:3]1. The catalyst is CO.[Pd]. The product is [O:9]1[C:5]2([CH2:10][CH2:11][CH:2]([C:12]3[S:13][C:14]([C:17]([N:19]4[CH2:20][CH2:21][CH2:22][CH2:23]4)=[O:18])=[CH:15][N:16]=3)[CH2:3][CH2:4]2)[O:6][CH2:7][CH2:8]1. The yield is 0.970.